From a dataset of NCI-60 drug combinations with 297,098 pairs across 59 cell lines. Regression. Given two drug SMILES strings and cell line genomic features, predict the synergy score measuring deviation from expected non-interaction effect. Drug 1: C1CC(C1)(C(=O)O)C(=O)O.[NH2-].[NH2-].[Pt+2]. Drug 2: C#CCC(CC1=CN=C2C(=N1)C(=NC(=N2)N)N)C3=CC=C(C=C3)C(=O)NC(CCC(=O)O)C(=O)O. Cell line: A498. Synergy scores: CSS=40.2, Synergy_ZIP=3.60, Synergy_Bliss=3.02, Synergy_Loewe=-18.6, Synergy_HSA=-0.559.